This data is from Reaction yield outcomes from USPTO patents with 853,638 reactions. The task is: Predict the reaction yield, written as a fraction of the theoretical maximum amount of product (1.0 means a 100% yield; for example, 0.34 means a 34% yield). (1) The product is [C:1]([C:5]1[CH:9]=[C:8]([NH:10][C:11]([NH:13][C:14]2[CH:19]=[CH:18][C:17]([O:20][C:21]3[CH:26]=[CH:25][N:24]=[C:23]([CH3:27])[CH:22]=3)=[CH:16][C:15]=2[F:28])=[O:12])[N:7]([C:29]2[CH:30]=[C:31]([CH:35]=[CH:36][CH:37]=2)[C:32]([NH:38][CH2:39][CH:40]([OH:43])[CH2:41][OH:42])=[O:33])[N:6]=1)([CH3:2])([CH3:4])[CH3:3]. The yield is 0.200. The reactants are [C:1]([C:5]1[CH:9]=[C:8]([NH:10][C:11]([NH:13][C:14]2[CH:19]=[CH:18][C:17]([O:20][C:21]3[CH:26]=[CH:25][N:24]=[C:23]([CH3:27])[CH:22]=3)=[CH:16][C:15]=2[F:28])=[O:12])[N:7]([C:29]2[CH:30]=[C:31]([CH:35]=[CH:36][CH:37]=2)[C:32](O)=[O:33])[N:6]=1)([CH3:4])([CH3:3])[CH3:2].[NH2:38][CH2:39][CH:40]([OH:43])[CH2:41][OH:42].Cl.CN(C)CCCN=C=NCC.ON1C2C=CC=CC=2N=N1. The catalyst is CN(C)C1C=CN=CC=1.C1COCC1.C(Cl)Cl.O.C(OCC)(=O)C. (2) The reactants are Br[CH2:2][C:3]1[C:4]([F:18])=[C:5]([C:11]2[CH:16]=[CH:15][CH:14]=[C:13]([Cl:17])[CH:12]=2)[C:6]([O:9][CH3:10])=[CH:7][CH:8]=1.[F:19][C:20]1[CH:25]=[CH:24][C:23](B(O)O)=[CH:22][N:21]=1.C1(C)C=CC=CC=1.C([O-])([O-])=O.[Na+].[Na+]. The catalyst is C1C=CC([P]([Pd]([P](C2C=CC=CC=2)(C2C=CC=CC=2)C2C=CC=CC=2)([P](C2C=CC=CC=2)(C2C=CC=CC=2)C2C=CC=CC=2)[P](C2C=CC=CC=2)(C2C=CC=CC=2)C2C=CC=CC=2)(C2C=CC=CC=2)C2C=CC=CC=2)=CC=1.C(O)C. The product is [Cl:17][C:13]1[CH:12]=[C:11]([C:5]2[C:6]([O:9][CH3:10])=[CH:7][CH:8]=[C:3]([CH2:2][C:23]3[CH:24]=[CH:25][C:20]([F:19])=[N:21][CH:22]=3)[C:4]=2[F:18])[CH:16]=[CH:15][CH:14]=1. The yield is 0.930. (3) The reactants are [CH3:1][N:2]1[C:10]2[C:5](=[CH:6][CH:7]=[CH:8][CH:9]=2)[CH:4]=[C:3]1[C:11]([N:13](C1C=CC=CC=1)[C@H:14]([C:16]([NH:18][C@H:19]([CH:24]=[O:25])[CH2:20][C:21]([OH:23])=[O:22])=[O:17])[CH3:15])=[O:12].C=O.[C:34](O)(=O)[CH3:35]. The catalyst is CO. The product is [CH3:1][N:2]1[C:10]2[C:5](=[CH:6][CH:7]=[CH:8][CH:9]=2)[CH:4]=[C:3]1[C:11]([NH:13][C@H:14]([C:16]([NH:18][C@H:19]([CH:24]=[O:25])[CH2:20][C:21]([OH:23])=[O:22])=[O:17])[CH2:15][C:35]1[CH:34]=[CH:5][CH:4]=[CH:3][CH:11]=1)=[O:12]. The yield is 0.250.